Dataset: Catalyst prediction with 721,799 reactions and 888 catalyst types from USPTO. Task: Predict which catalyst facilitates the given reaction. (1) Reactant: [O:1]=[C:2]1[CH2:10][C:9]2[C:4](=[CH:5][CH:6]=[CH:7][C:8]=2[C:11]2[CH:12]=[C:13]([CH:17]=[CH:18][CH:19]=2)[C:14](O)=[O:15])[NH:3]1.C1C=CC2N(O)N=[N:26][C:24]=2C=1.C(Cl)CCl.CN. Product: [CH3:24][NH:26][C:14](=[O:15])[C:13]1[CH:17]=[CH:18][CH:19]=[C:11]([C:8]2[CH:7]=[CH:6][CH:5]=[C:4]3[C:9]=2[CH2:10][C:2](=[O:1])[NH:3]3)[CH:12]=1. The catalyst class is: 3. (2) Reactant: [Cl:1][C:2]1[CH:3]=[C:4]2[C:8](=[CH:9][CH:10]=1)[N:7]([CH2:11][C:12]1[NH:13][CH2:14][CH2:15][N:16]=1)[CH:6]=[C:5]2[S:17]([CH2:20][CH2:21][O:22]C1CCCCO1)(=[O:19])=[O:18]. Product: [Cl:1][C:2]1[CH:3]=[C:4]2[C:8](=[CH:9][CH:10]=1)[N:7]([CH2:11][C:12]1[NH:13][CH2:14][CH2:15][N:16]=1)[CH:6]=[C:5]2[S:17]([CH2:20][CH2:21][OH:22])(=[O:18])=[O:19]. The catalyst class is: 86. (3) Reactant: [N+:1]([C:4]1[CH:9]=[N:8][C:7]2[N:10]([S:13]([C:16]3[CH:21]=[CH:20][CH:19]=[CH:18][CH:17]=3)(=[O:15])=[O:14])[CH:11]=[CH:12][C:6]=2[C:5]=1[NH:22][CH:23]1[CH2:28][CH2:27][CH2:26][O:25][CH2:24]1)([O-])=O. Product: [C:16]1([S:13]([N:10]2[C:7]3=[N:8][CH:9]=[C:4]([NH2:1])[C:5]([NH:22][CH:23]4[CH2:28][CH2:27][CH2:26][O:25][CH2:24]4)=[C:6]3[CH:12]=[CH:11]2)(=[O:14])=[O:15])[CH:17]=[CH:18][CH:19]=[CH:20][CH:21]=1. The catalyst class is: 78. (4) Reactant: [O:1]=[C:2]1[N:6]([C:7]2[CH:8]=[CH:9][C:10]3[C:16](=[O:17])[CH2:15][CH2:14][CH2:13][CH2:12][C:11]=3[CH:18]=2)[CH2:5][C@H:4]([CH2:19][NH:20][C:21](=[O:23])[CH3:22])[O:3]1.[CH2:24]([N:26]([CH2:29][CH2:30][O:31][C:32]1[CH:39]=[CH:38][C:35]([CH:36]=O)=[CH:34][CH:33]=1)[CH2:27][CH3:28])[CH3:25].N1CCCCC1. Product: [CH2:27]([N:26]([CH2:24][CH3:25])[CH2:29][CH2:30][O:31][C:32]1[CH:33]=[CH:34][C:35]([CH:36]=[C:15]2[CH2:14][CH2:13][CH2:12][C:11]3[CH:18]=[C:7]([N:6]4[CH2:5][C@H:4]([CH2:19][NH:20][C:21](=[O:23])[CH3:22])[O:3][C:2]4=[O:1])[CH:8]=[CH:9][C:10]=3[C:16]2=[O:17])=[CH:38][CH:39]=1)[CH3:28]. The catalyst class is: 15. (5) Reactant: N(C(OCC)=O)=NC(OCC)=O.[C:13]([SiH2:17][O:18][C:19]([CH3:30])([CH3:29])[C:20]1[N:25]=[C:24]([C@H:26](O)[CH3:27])[CH:23]=[CH:22][CH:21]=1)([CH3:16])([CH3:15])[CH3:14].C1(P(C2C=CC=CC=2)C2C=CC=CC=2)C=CC=CC=1.C1(P([N:64]=[N+:65]=[N-:66])(C2C=CC=CC=2)=O)C=CC=CC=1. Product: [N:64]([C@H:26]([C:24]1[CH:23]=[CH:22][CH:21]=[C:20]([C:19]([CH3:30])([CH3:29])[O:18][SiH2:17][C:13]([CH3:16])([CH3:15])[CH3:14])[N:25]=1)[CH3:27])=[N+:65]=[N-:66]. The catalyst class is: 1.